From a dataset of Forward reaction prediction with 1.9M reactions from USPTO patents (1976-2016). Predict the product of the given reaction. (1) The product is: [Br:9][C:5]1[CH:6]=[C:7]([CH3:8])[C:2]2[N:3]([C:11]([CH2:14][CH2:15][CH2:16][O:17][CH3:18])=[CH:12][N:1]=2)[CH:4]=1. Given the reactants [NH2:1][C:2]1[C:7]([CH3:8])=[CH:6][C:5]([Br:9])=[CH:4][N:3]=1.Cl[C@@H:11]([CH2:14][CH2:15][CH2:16][O:17][CH3:18])[CH:12]=O.C(=O)(O)[O-].[Na+], predict the reaction product. (2) Given the reactants [OH:1][CH2:2][C:3]1[CH:4]=[CH:5][C:6]([CH3:23])=[C:7]([C:9]2[C:20](=[O:21])[N:19]([CH3:22])[C:12]3[N:13]=[C:14]([S:17][CH3:18])[N:15]=[CH:16][C:11]=3[CH:10]=2)[CH:8]=1, predict the reaction product. The product is: [CH3:23][C:6]1[CH:5]=[CH:4][C:3]([CH:2]=[O:1])=[CH:8][C:7]=1[C:9]1[C:20](=[O:21])[N:19]([CH3:22])[C:12]2[N:13]=[C:14]([S:17][CH3:18])[N:15]=[CH:16][C:11]=2[CH:10]=1. (3) Given the reactants [NH2:1][C:2]1[C:3]([C:9]([C:11]2[CH:12]=[N:13][CH:14]=[CH:15][CH:16]=2)=[O:10])=[N:4][CH:5]=[C:6]([Cl:8])[CH:7]=1.[Cl:17][C:18]1[CH:23]=[CH:22][C:21]([S:24](Cl)(=[O:26])=[O:25])=[CH:20][C:19]=1[C:28]([F:31])([F:30])[F:29], predict the reaction product. The product is: [Cl:17][C:18]1[CH:23]=[CH:22][C:21]([S:24]([NH:1][C:2]2[C:3]([C:9]([C:11]3[CH:12]=[N:13][CH:14]=[CH:15][CH:16]=3)=[O:10])=[N:4][CH:5]=[C:6]([Cl:8])[CH:7]=2)(=[O:25])=[O:26])=[CH:20][C:19]=1[C:28]([F:31])([F:29])[F:30]. (4) Given the reactants [C:1]([O:5][C:6]([N:8]1[CH2:13][CH2:12][N:11]([C:14]2[N:19]3[CH:20]=[N:21][CH:22]=[C:18]3[C:17]([Cl:23])=[CH:16][C:15]=2[C:24]([O:26]C)=[O:25])[CH2:10][CH2:9]1)=[O:7])([CH3:4])([CH3:3])[CH3:2].[OH-].[Na+].O, predict the reaction product. The product is: [C:1]([O:5][C:6]([N:8]1[CH2:13][CH2:12][N:11]([C:14]2[N:19]3[CH:20]=[N:21][CH:22]=[C:18]3[C:17]([Cl:23])=[CH:16][C:15]=2[C:24]([OH:26])=[O:25])[CH2:10][CH2:9]1)=[O:7])([CH3:4])([CH3:2])[CH3:3]. (5) Given the reactants [C:1]([O:5][C:6]([C:8]1[C:13]([Cl:14])=[CH:12][C:11](Br)=[CH:10][N:9]=1)=[O:7])([CH3:4])([CH3:3])[CH3:2].[B-](F)(F)(F)[CH:17]=[CH2:18].[K+].C(N(CC)CC)C.CCOC(C)=O, predict the reaction product. The product is: [C:1]([O:5][C:6]([C:8]1[C:13]([Cl:14])=[CH:12][C:11]([CH:17]=[CH2:18])=[CH:10][N:9]=1)=[O:7])([CH3:4])([CH3:3])[CH3:2]. (6) Given the reactants Cl.[Cl:2][C:3]1[CH:4]=[C:5]([O:23][CH2:24][C:25]2[C:30]([F:31])=[CH:29][CH:28]=[CH:27][C:26]=2[F:32])[C:6]2[N:7]([C:9]([C:13]([NH:15][C@H:16]([CH2:19][CH2:20][CH2:21][CH3:22])[CH2:17]Cl)=[O:14])=[C:10]([CH3:12])[N:11]=2)[CH:8]=1.[N-]=[N+]=[N-].[Na+].O, predict the reaction product. The product is: [CH2:19]([C@@H:16]1[CH2:17][O:14][C:13]([C:9]2[N:7]3[CH:8]=[C:3]([Cl:2])[CH:4]=[C:5]([O:23][CH2:24][C:25]4[C:26]([F:32])=[CH:27][CH:28]=[CH:29][C:30]=4[F:31])[C:6]3=[N:11][C:10]=2[CH3:12])=[N:15]1)[CH2:20][CH2:21][CH3:22]. (7) Given the reactants [NH2:1][C:2]1[N:7]=[CH:6][C:5]([C:8]2[CH:16]=[CH:15][C:11]([C:12]([OH:14])=[O:13])=[C:10]([F:17])[CH:9]=2)=[CH:4][N:3]=1.Cl[CH:19]([C:22]1([C:25]2[CH:26]=[C:27]3[C:32](=[CH:33][CH:34]=2)[N:31]=[CH:30][CH:29]=[CH:28]3)[CH2:24][CH2:23]1)[CH:20]=O, predict the reaction product. The product is: [F:17][C:10]1[CH:9]=[C:8]([C:5]2[CH:4]=[N:3][C:2]3[N:7]([C:19]([C:22]4([C:25]5[CH:26]=[C:27]6[C:32](=[CH:33][CH:34]=5)[N:31]=[CH:30][CH:29]=[CH:28]6)[CH2:24][CH2:23]4)=[CH:20][N:1]=3)[CH:6]=2)[CH:16]=[CH:15][C:11]=1[C:12]([OH:14])=[O:13]. (8) Given the reactants [C@@H:1]1([OH:7])[CH2:5][CH2:4][CH2:3][C@@H:2]1[OH:6].F[C:9]1[CH:14]=[C:13]([F:15])[CH:12]=[CH:11][C:10]=1[N+:16]([O-:18])=[O:17], predict the reaction product. The product is: [F:15][C:13]1[CH:12]=[CH:11][C:10]([N+:16]([O-:18])=[O:17])=[C:9]([CH:14]=1)[O:6][C@H:2]1[CH2:3][CH2:4][CH2:5][C@H:1]1[OH:7].